Task: Predict the reactants needed to synthesize the given product.. Dataset: Full USPTO retrosynthesis dataset with 1.9M reactions from patents (1976-2016) (1) Given the product [Br:16][C:17]1[CH:22]=[CH:21][C:20]([CH:23]([C:24]#[N:25])[CH:6]([C:7]2[CH:12]=[CH:11][N:10]=[C:9]([O:13][CH3:14])[CH:8]=2)[CH2:5][C:4]([O:3][CH2:1][CH3:2])=[O:15])=[C:19]([Cl:26])[CH:18]=1, predict the reactants needed to synthesize it. The reactants are: [CH2:1]([O:3][C:4](=[O:15])[CH:5]=[CH:6][C:7]1[CH:12]=[CH:11][N:10]=[C:9]([O:13][CH3:14])[CH:8]=1)[CH3:2].[Br:16][C:17]1[CH:22]=[CH:21][C:20]([CH2:23][C:24]#[N:25])=[C:19]([Cl:26])[CH:18]=1. (2) Given the product [CH2:1]([N:8]1[CH:13]([CH3:14])[CH2:12][O:11][C@@H:10]([CH2:29][C:28]2[CH:31]=[CH:32][C:25]([F:24])=[CH:26][CH:27]=2)[C:9]1=[O:15])[C:2]1[CH:3]=[CH:4][CH:5]=[CH:6][CH:7]=1, predict the reactants needed to synthesize it. The reactants are: [CH2:1]([N:8]1[C@@H:13]([CH3:14])[CH2:12][O:11][CH2:10][C:9]1=[O:15])[C:2]1[CH:7]=[CH:6][CH:5]=[CH:4][CH:3]=1.[Li+].CC([N-]C(C)C)C.[F:24][C:25]1[CH:32]=[CH:31][C:28]([CH2:29]Br)=[CH:27][CH:26]=1. (3) Given the product [CH2:1]([C@@:4]1([CH3:36])[CH2:9][C@H:8]([C:10]2[CH:15]=[CH:14][CH:13]=[C:12]([Cl:16])[CH:11]=2)[C@@H:7]([C:17]2[CH:18]=[CH:19][C:20]([Cl:23])=[CH:21][CH:22]=2)[N:6]([C@@H:24]([CH2:33][CH3:34])[CH2:25][N:26]([CH2:38][CH3:39])[S:27]([CH:30]([CH3:31])[CH3:32])(=[O:28])=[O:29])[C:5]1=[O:35])[CH:2]=[CH2:3], predict the reactants needed to synthesize it. The reactants are: [CH2:1]([C@@:4]1([CH3:36])[CH2:9][C@H:8]([C:10]2[CH:15]=[CH:14][CH:13]=[C:12]([Cl:16])[CH:11]=2)[C@@H:7]([C:17]2[CH:22]=[CH:21][C:20]([Cl:23])=[CH:19][CH:18]=2)[N:6]([C@@H:24]([CH2:33][CH3:34])[CH2:25][NH:26][S:27]([CH:30]([CH3:32])[CH3:31])(=[O:29])=[O:28])[C:5]1=[O:35])[CH:2]=[CH2:3].I[CH2:38][CH3:39]. (4) Given the product [CH2:15]([O:17][CH:18]([O:8][C:7](=[O:9])[CH:6]([CH2:10][CH2:11][CH2:12][CH:13]=[CH2:14])[CH2:1][CH2:2][CH2:3][CH:4]=[CH2:5])[CH3:19])[CH3:16], predict the reactants needed to synthesize it. The reactants are: [CH2:1]([CH:6]([CH2:10][CH2:11][CH2:12][CH:13]=[CH2:14])[C:7]([OH:9])=[O:8])[CH2:2][CH2:3][CH:4]=[CH2:5].[CH:15]([O:17][CH2:18][CH3:19])=[CH2:16]. (5) Given the product [CH:1]1([N:4]2[CH2:12][C:11]3[C:6](=[CH:7][CH:8]=[C:9]([NH:13][C:15]4[N:20]=[C:19]([NH:21][C@@H:22]5[CH2:27][CH2:26][CH2:25][N:24]([C:28](=[O:31])[CH:29]=[CH2:30])[CH2:23]5)[C:18]([F:32])=[CH:17][N:16]=4)[CH:10]=3)[CH2:5]2)[CH2:3][CH2:2]1, predict the reactants needed to synthesize it. The reactants are: [CH:1]1([N:4]2[CH2:12][C:11]3[C:6](=[CH:7][CH:8]=[C:9]([NH2:13])[CH:10]=3)[CH2:5]2)[CH2:3][CH2:2]1.Cl[C:15]1[N:20]=[C:19]([NH:21][C@@H:22]2[CH2:27][CH2:26][CH2:25][N:24]([C:28](=[O:31])[CH:29]=[CH2:30])[CH2:23]2)[C:18]([F:32])=[CH:17][N:16]=1.C([O-])([O-])=O.[Cs+].[Cs+].CN(C1C(C2C(P(C3CCCCC3)C3CCCCC3)=CC=CC=2)=CC=CC=1)C. (6) Given the product [F:18][C:17]1[C:12]2[O:11][CH2:10][CH2:9][CH2:8][NH:7][C:13]=2[C:14]([N+:19]([O-:21])=[O:20])=[CH:15][CH:16]=1, predict the reactants needed to synthesize it. The reactants are: C(OC(=O)[NH:7][CH2:8][CH2:9][CH2:10][O:11][C:12]1[C:17]([F:18])=[CH:16][CH:15]=[C:14]([N+:19]([O-:21])=[O:20])[C:13]=1F)(C)(C)C.C(O)(C(F)(F)F)=O.C1(C)C=CC=CC=1. (7) Given the product [CH2:11]([O:18][C:19]1[CH:20]=[C:21]([CH:24]=[CH:25][C:26]=1[O:27][CH3:28])[CH2:22][NH:1][C:2]1[C:7]([Cl:8])=[C:6]([CH3:9])[N:5]=[C:4]([CH3:10])[N:3]=1)[C:12]1[CH:13]=[CH:14][CH:15]=[CH:16][CH:17]=1, predict the reactants needed to synthesize it. The reactants are: [NH2:1][C:2]1[C:7]([Cl:8])=[C:6]([CH3:9])[N:5]=[C:4]([CH3:10])[N:3]=1.[CH2:11]([O:18][C:19]1[CH:20]=[C:21]([CH:24]=[CH:25][C:26]=1[O:27][CH3:28])[CH2:22]Cl)[C:12]1[CH:17]=[CH:16][CH:15]=[CH:14][CH:13]=1.[H-].[Na+].